Dataset: Reaction yield outcomes from USPTO patents with 853,638 reactions. Task: Predict the reaction yield, written as a fraction of the theoretical maximum amount of product (1.0 means a 100% yield; for example, 0.34 means a 34% yield). (1) The reactants are Cl[C:2]1[C:11]2[C:6](=[CH:7][C:8]([O:14][CH3:15])=[C:9]([O:12][CH3:13])[CH:10]=2)[N:5]=[CH:4][C:3]=1[C:16]([NH2:18])=[O:17].[Cl:19][C:20]1[C:21]([CH3:27])=[C:22]([CH:24]=[CH:25][CH:26]=1)[NH2:23].C(O)(=O)C.[OH-].[Na+]. The catalyst is CN(C=O)C.O. The product is [Cl:19][C:20]1[C:21]([CH3:27])=[C:22]([CH:24]=[CH:25][CH:26]=1)[NH:23][C:2]1[C:11]2[C:6](=[CH:7][C:8]([O:14][CH3:15])=[C:9]([O:12][CH3:13])[CH:10]=2)[N:5]=[CH:4][C:3]=1[C:16]([NH2:18])=[O:17]. The yield is 0.790. (2) The reactants are [C:1]1([CH3:26])[CH:6]=[CH:5][C:4]([N:7]2[C:11]([NH:12][C:13](=[O:21])OC3C=CC=CC=3)=[CH:10][C:9]([C:22]([F:25])([F:24])[F:23])=[N:8]2)=[CH:3][CH:2]=1.[CH3:27][O:28][C:29]1[CH:30]=[C:31]2[C:36](=[CH:37][C:38]=1[O:39][CH2:40][CH2:41][O:42][CH3:43])[N:35]=[CH:34][N:33]=[C:32]2[O:44][C:45]1[CH:46]=[C:47]([CH:49]=[CH:50][CH:51]=1)[NH2:48]. The catalyst is CN(C)C1C=CN=CC=1.C1COCC1. The product is [CH3:27][O:28][C:29]1[CH:30]=[C:31]2[C:36](=[CH:37][C:38]=1[O:39][CH2:40][CH2:41][O:42][CH3:43])[N:35]=[CH:34][N:33]=[C:32]2[O:44][C:45]1[CH:46]=[C:47]([NH:48][C:13]([NH:12][C:11]2[N:7]([C:4]3[CH:3]=[CH:2][C:1]([CH3:26])=[CH:6][CH:5]=3)[N:8]=[C:9]([C:22]([F:23])([F:25])[F:24])[CH:10]=2)=[O:21])[CH:49]=[CH:50][CH:51]=1. The yield is 0.780.